From a dataset of Full USPTO retrosynthesis dataset with 1.9M reactions from patents (1976-2016). Predict the reactants needed to synthesize the given product. (1) Given the product [Br:17][C:18]1[CH:19]=[CH:20][C:21]([O:16][CH2:15][CH:12]2[CH2:13][CH2:14][N:9]([C:7]3[O:6][N:5]=[C:4]([CH:2]([CH3:1])[CH3:3])[N:8]=3)[CH2:10][CH2:11]2)=[CH:22][N:23]=1, predict the reactants needed to synthesize it. The reactants are: [CH3:1][CH:2]([C:4]1[N:8]=[C:7]([N:9]2[CH2:14][CH2:13][CH:12]([CH2:15][OH:16])[CH2:11][CH2:10]2)[O:6][N:5]=1)[CH3:3].[Br:17][C:18]1[N:23]=[CH:22][C:21](O)=[CH:20][CH:19]=1.C1C=CC(P(C2C=CC=CC=2)C2C=CC=CC=2)=CC=1.N(C(OC(C)C)=O)=NC(OC(C)C)=O. (2) Given the product [CH3:34][N:35]([CH3:39])[C:36]([NH:8][CH2:9][CH2:10][C:11]1[CH:12]=[CH:13][CH:14]=[C:15]([C:17]2[S:18][C:19]3[CH:27]=[CH:26][CH:25]=[CH:24][C:20]=3[C:21](=[O:23])[N:22]=2)[N:16]=1)=[O:37], predict the reactants needed to synthesize it. The reactants are: FC(F)(F)C(O)=O.[NH2:8][CH2:9][CH2:10][C:11]1[N:16]=[C:15]([C:17]2[S:18][C:19]3[CH:27]=[CH:26][CH:25]=[CH:24][C:20]=3[C:21](=[O:23])[N:22]=2)[CH:14]=[CH:13][CH:12]=1.C(=O)([O-])[O-].[K+].[K+].[CH3:34][N:35]([CH3:39])[C:36](Cl)=[O:37]. (3) Given the product [C:13]1([C:12]2[S:19][CH:3]=[C:4]([C:6]3[CH:11]=[CH:10][N:9]=[CH:8][CH:7]=3)[N:20]=2)[CH:18]=[CH:17][CH:16]=[CH:15][CH:14]=1, predict the reactants needed to synthesize it. The reactants are: Br.Br[CH2:3][C:4]([C:6]1[CH:11]=[CH:10][N:9]=[CH:8][CH:7]=1)=O.[C:12]([NH2:20])(=[S:19])[C:13]1[CH:18]=[CH:17][CH:16]=[CH:15][CH:14]=1. (4) Given the product [C:3]([C:2]1[S:16][C:15]([S:17][C:18]2[CH:19]=[CH:20][C:21]([F:24])=[CH:22][CH:23]=2)=[C:14]([C:12]#[N:13])[C:25]=1[C:27]1[CH:28]=[CH:29][C:30]([F:33])=[CH:31][CH:32]=1)(=[O:5])[CH3:4], predict the reactants needed to synthesize it. The reactants are: Cl[CH2:2][C:3](=[O:5])[CH3:4].C(=O)([O-])[O-].[K+].[K+].[C:12]([CH:14]([C:25]([C:27]1[CH:32]=[CH:31][C:30]([F:33])=[CH:29][CH:28]=1)=O)[C:15]([S:17][C:18]1[CH:23]=[CH:22][C:21]([F:24])=[CH:20][CH:19]=1)=[S:16])#[N:13]. (5) Given the product [NH:15]1[C:12]2=[N:13][CH:14]=[C:9]([C:20]3[N:25]=[C:24]([N:26]4[CH2:30][CH2:29][CH2:28][C:27]4=[O:31])[CH:23]=[N:22][CH:21]=3)[CH:10]=[C:11]2[CH:17]=[CH:16]1, predict the reactants needed to synthesize it. The reactants are: CC1(C)C(C)(C)OB([C:9]2[CH:10]=[C:11]3[CH:17]=[CH:16][NH:15][C:12]3=[N:13][CH:14]=2)O1.Br[C:20]1[N:25]=[C:24]([N:26]2[CH2:30][CH2:29][CH2:28][C:27]2=[O:31])[CH:23]=[N:22][CH:21]=1. (6) Given the product [F:29][C:30]1[CH:31]=[C:32]([S:36]([C:2]2[CH:3]=[C:4]3[C:8](=[CH:9][CH:10]=2)[N:7]([CH:11]2[CH2:16][CH2:15][N:14]([C:17]([O:19][C:20]([CH3:23])([CH3:22])[CH3:21])=[O:18])[CH2:13][CH2:12]2)[CH2:6][CH2:5]3)(=[O:38])=[O:37])[CH:33]=[CH:34][CH:35]=1, predict the reactants needed to synthesize it. The reactants are: I[C:2]1[CH:3]=[C:4]2[C:8](=[CH:9][CH:10]=1)[N:7]([CH:11]1[CH2:16][CH2:15][N:14]([C:17]([O:19][C:20]([CH3:23])([CH3:22])[CH3:21])=[O:18])[CH2:13][CH2:12]1)[CH2:6][CH2:5]2.[Li]CCCC.[F:29][C:30]1[CH:31]=[C:32]([S:36](F)(=[O:38])=[O:37])[CH:33]=[CH:34][CH:35]=1.[NH4+].[Cl-]. (7) Given the product [C:34]([O:33][C:31](=[O:32])[NH:30][C@@H:28]([CH3:27])[CH2:29][O:14][C:11]1[CH:12]=[CH:13][C:8]([Cl:7])=[CH:9][C:10]=1[C:15]([CH3:21])([CH3:20])[C:16]([F:17])([F:18])[F:19])([CH3:37])([CH3:36])[CH3:35], predict the reactants needed to synthesize it. The reactants are: C(=O)([O-])[O-].[Cs+].[Cs+].[Cl:7][C:8]1[CH:13]=[CH:12][C:11]([OH:14])=[C:10]([C:15]([CH3:21])([CH3:20])[C:16]([F:19])([F:18])[F:17])[CH:9]=1.CS(O[CH2:27][C@@H:28]([NH:30][C:31]([O:33][C:34]([CH3:37])([CH3:36])[CH3:35])=[O:32])[CH3:29])(=O)=O.O. (8) Given the product [Br:1][C:2]1[CH:7]=[CH:6][C:5]([N:8]2[C:12](=[O:13])[N:11]([CH2:18][CH2:19][NH:20][S:21]([CH3:24])(=[O:23])=[O:22])[N:10]=[CH:9]2)=[C:4]([F:14])[CH:3]=1, predict the reactants needed to synthesize it. The reactants are: [Br:1][C:2]1[CH:7]=[CH:6][C:5]([N:8]2[C:12](=[O:13])[NH:11][N:10]=[CH:9]2)=[C:4]([F:14])[CH:3]=1.[H-].[Na+].Br[CH2:18][CH2:19][NH:20][S:21]([CH3:24])(=[O:23])=[O:22].